From a dataset of Experimentally validated miRNA-target interactions with 360,000+ pairs, plus equal number of negative samples. Binary Classification. Given a miRNA mature sequence and a target amino acid sequence, predict their likelihood of interaction. (1) The miRNA is hsa-miR-181a-5p with sequence AACAUUCAACGCUGUCGGUGAGU. The protein sequence of the target gene is MVRLAAELLLLLGLLLLTLHITVLRGSGAADGPDAAAGNASQAQLQNNLNVGSDTTSETSFSLSKEAPREHLDHQAAHQPFPRPRFRQETGHPSLQRDFPRSFLLDLPNFPDLSKADINGQNPNIQVTIEVVDGPDSEADKDQHPENKPSWSVPSPDWRAWWQRSLSLARANSGDQDYKYDSTSDDSNFLNPPRGWDHTAPGHRTFETKDQPEYDSTDGEGDWSLWSVCSVTCGNGNQKRTRSCGYACTATESRTCDRPNCPGIEDTFRTAATEVSLLAGSEEFNATKLFEVDTDSCERW.... Result: 0 (no interaction). (2) The protein sequence of the target gene is MSGALDVLQMKEEDVLKFLAAGTHLGGTNLDFQMEQYIYKRKSDGIYIINLKRTWEKLLLAARAIVAIENPADVSVISSRNTGQRAVLKFAAATGATPIAGRFTPGTFTNQIQAAFREPRLLVVTDPRADHQPLTEASYVNLPTIALCNTDSPLRYVDIAIPCNNKGAHSVGLMWWMLAREVLRMRGTISREHPWEVMPDLYFYRDPEEIEKEEQAAAEKAVTKEEFQGEWTAPAPEFTAAQPEVADWSEGVQVPSVPIQQFPTEDWSAQPATEDWSAAPTAQATEWVGATTEWS. The miRNA is hsa-miR-6771-5p with sequence CUCGGGAGGGCAUGGGCCAGGC. Result: 0 (no interaction). (3) The miRNA is hsa-miR-130b-5p with sequence ACUCUUUCCCUGUUGCACUAC. The protein sequence of the target gene is MFGADGRPAIGTAAGKSWHFSRTMEELVHDLVSALEESSEQARGGFAETGEHSRNLSCPLKRQARKRRGRKRRSYNVHHPWETGHCLSEGSDSSLEEPSKDYREKHSNNKKDRSDSDDQMLVAKRRPSSNLSSSVRGKRLLWHESDFAVDSLGNRTLRRRRKVKRMAVDLPQDVSSKRTMTQLPEGCRDQDMDNDRASQYPEFTRKKVKKRKLKGIRPGPKTQEEGGVLESEERSQPNKDRMEYEEQKASDELRSESDTSSLSSTDAGLFTNDEGRQGDDEQSDWFYEKESGGACGIAGV.... Result: 0 (no interaction). (4) The protein sequence of the target gene is MQHRGFFLLALLALLVVTSAVAKKKEKVKKGSECSEWTWGPCTPSSKDCGMGFREGTCGAQTQRVHCKVPCNWKKEFGADCKYKFESWGACDGSTGTKARQGTLKKARYNAQCQETIRVTKPCTSKTKSKTKAKKGKGKD. The miRNA is mmu-miR-24-3p with sequence UGGCUCAGUUCAGCAGGAACAG. Result: 1 (interaction). (5) The miRNA is hsa-miR-4646-5p with sequence ACUGGGAAGAGGAGCUGAGGGA. The protein sequence of the target gene is MSESLVVCDVAEDLVEKLRKFRFRKETHNAAIIMKIDKDERLVVLDEELEGVSPDELKDELPERQPRFIVYSYKYQHDDGRVSYPLCFIFSSPVGCKPEQQMMYAGSKNKLVQTAELTKVFEIRNTEDLTEEWLREKLGFFH. Result: 0 (no interaction). (6) The miRNA is cel-miR-266 with sequence AGGCAAGACUUUGGCAAAGC. The protein sequence of the target gene is MSESGSKSSQPLASKQEKDGTEKRGRGRPRKQPPVSPGTALVGSQKEPSEVPTPKRPRGRPKGSKNKGAAKTRKVTTAPGRKPRGRPKKLEKEEEEGISQESSEEEQ. Result: 0 (no interaction). (7) The protein sequence of the target gene is MRRGGWRKRAENDGWETWGGYMAAKVQKLEEQFRSDAAMQKDGTSSTIFSGVAIYVNGYTDPSAEELRKLMMLHGGQYHVYYSRSKTTHIIATNLPNAKIKELKGEKVIRPEWIVESIKAGRLLSYIPYQLYTKQSSVQKGLSFNPVCRPEDPLPGPSNIAKQLNNRVNHIVKKIETENEVKVNGMNSWNEEDENNDFSFVDLEQTSPGRKQNGIPHPRGSTAIFNGHTPSSNGALKTQDCLVPMVNSVASRLSPAFSQEEDKAEKSSTDFRDCTLQQLQQSTRNTDALRNPHRTNSFSL.... The miRNA is cel-miR-251 with sequence UUAAGUAGUGGUGCCGCUCUUA. Result: 0 (no interaction). (8) The miRNA is hsa-miR-6821-3p with sequence UGACCUCUCCGCUCCGCACAG. The protein sequence of the target gene is MGSEQSSEAESRPNDLNSSVTPSPAKHRAKMDDIVVVAQGSQASRNVSNDPDVIKLQEIPTFQPLLKGLLSGQTSPTNAKLEKLDSQQVLQLCLRYQDHLHQCAEAVAFDQNALVKRIKEMDLSVETLFSFMQERQKRYAKYAEQIQKVNEMSAILRRIQMGIDQTVPLLDRLNSMLPEGERLEPFSMKPDRELRL. Result: 1 (interaction).